The task is: Predict the product of the given reaction.. This data is from Forward reaction prediction with 1.9M reactions from USPTO patents (1976-2016). Given the reactants CS(O[CH:6]1[CH2:9][N:8]([C:10]2[S:11][CH:12]=[C:13]([C:15](=[O:36])[NH:16][CH:17]3[CH2:22][CH2:21][N:20]([C:23]([O:25][CH2:26][C:27]4[CH:32]=[CH:31][C:30]([N+:33]([O-:35])=[O:34])=[CH:29][CH:28]=4)=[O:24])[CH2:19][CH2:18]3)[N:14]=2)[CH2:7]1)(=O)=O.[C:37]([O-:40])(=[S:39])[CH3:38].[K+], predict the reaction product. The product is: [C:37]([S:39][CH:6]1[CH2:7][N:8]([C:10]2[S:11][CH:12]=[C:13]([C:15](=[O:36])[NH:16][CH:17]3[CH2:22][CH2:21][N:20]([C:23]([O:25][CH2:26][C:27]4[CH:32]=[CH:31][C:30]([N+:33]([O-:35])=[O:34])=[CH:29][CH:28]=4)=[O:24])[CH2:19][CH2:18]3)[N:14]=2)[CH2:9]1)(=[O:40])[CH3:38].